Dataset: Forward reaction prediction with 1.9M reactions from USPTO patents (1976-2016). Task: Predict the product of the given reaction. (1) Given the reactants [Cl:1][C:2]1[CH:10]=[CH:9][C:8]2[N:7]([CH2:11][C:12]([C:15]3[CH:20]=[CH:19][N:18]=[CH:17][CH:16]=3)(O)[CH3:13])[C:6]3[CH2:21][CH:22]([CH3:26])[N:23]([CH3:25])[CH2:24][C:5]=3[C:4]=2[CH:3]=1.S(Cl)(Cl)=O.C(O)(C(F)(F)F)=O, predict the reaction product. The product is: [Cl:1][C:2]1[CH:10]=[CH:9][C:8]2[N:7]([CH2:11][C:12]([C:15]3[CH:20]=[CH:19][N:18]=[CH:17][CH:16]=3)=[CH2:13])[C:6]3[CH2:21][CH:22]([CH3:26])[N:23]([CH3:25])[CH2:24][C:5]=3[C:4]=2[CH:3]=1. (2) The product is: [CH3:10][N:11]1[CH2:16][CH2:15][N:14]([C:2]2[CH:3]=[C:4]([CH:7]=[CH:8][CH:9]=2)[C:5]#[N:6])[CH2:13][CH2:12]1. Given the reactants F[C:2]1[CH:3]=[C:4]([CH:7]=[CH:8][CH:9]=1)[C:5]#[N:6].[CH3:10][N:11]1[CH2:16][CH2:15][NH:14][CH2:13][CH2:12]1, predict the reaction product. (3) The product is: [F:1][C:2]1[CH:7]=[CH:6][CH:5]=[CH:4][C:3]=1[C@H:8]1[CH2:9][O:10][C@@H:11]([CH3:14])[CH2:12][N:13]1[C:16]1[CH:17]=[CH:18][C:19]2[O:20][CH2:21][C:22](=[O:26])[NH:23][C:24]=2[N:25]=1. Given the reactants [F:1][C:2]1[CH:7]=[CH:6][CH:5]=[CH:4][C:3]=1[CH:8]1[NH:13][CH2:12][CH:11]([CH3:14])[O:10][CH2:9]1.Br[C:16]1[CH:17]=[CH:18][C:19]2[O:20][CH2:21][C:22](=[O:26])[NH:23][C:24]=2[N:25]=1, predict the reaction product.